Dataset: Reaction yield outcomes from USPTO patents with 853,638 reactions. Task: Predict the reaction yield, written as a fraction of the theoretical maximum amount of product (1.0 means a 100% yield; for example, 0.34 means a 34% yield). (1) The reactants are [Cl:1][C:2]1[CH:18]=[C:17]([F:19])[C:5]2[CH2:6][CH2:7][N:8](C(=O)C(F)(F)F)[CH2:9][CH2:10][C:4]=2[C:3]=1[S:20][C:21](=[O:25])[N:22]([CH3:24])[CH3:23].C(=O)([O-])[O-].[K+].[K+].[C:43]([O:42][C:40](O[C:40]([O:42][C:43]([CH3:46])([CH3:45])[CH3:44])=[O:41])=[O:41])([CH3:46])([CH3:45])[CH3:44]. The catalyst is CO.ClCCl. The product is [C:43]([O:42][C:40]([N:8]1[CH2:9][CH2:10][C:4]2[C:3]([S:20][C:21](=[O:25])[N:22]([CH3:23])[CH3:24])=[C:2]([Cl:1])[CH:18]=[C:17]([F:19])[C:5]=2[CH2:6][CH2:7]1)=[O:41])([CH3:44])([CH3:45])[CH3:46]. The yield is 0.620. (2) The reactants are [C:1]([C@@H:3]1[CH2:5][C@@H:4]1[CH2:6][O:7][C:8]1[N:13]=[C:12]([N:14]2[CH2:19][CH2:18][CH:17]([C:20]3[C:28]4[C:23](=[N:24][CH:25]=[CH:26][C:27]=4[CH3:29])[NH:22][N:21]=3)[CH2:16][CH2:15]2)[N:11]=[C:10](C(C#N)C#N)[N:9]=1)#[N:2].C1C=C(Cl)C=C([C:42](OO)=[O:43])C=1.Cl.[C:47]12([NH2:52])[CH2:51][CH:49]([CH2:50]1)[CH2:48]2.C([O-])(O)=O.[Na+]. The catalyst is CC#N.CS(C)=O. The product is [C:47]12([NH:52][C:42]([C:10]3[N:9]=[C:8]([O:7][CH2:6][C@H:4]4[CH2:5][C@H:3]4[C:1]#[N:2])[N:13]=[C:12]([N:14]4[CH2:15][CH2:16][CH:17]([C:20]5[C:28]6[C:23](=[N:24][CH:25]=[CH:26][C:27]=6[CH3:29])[NH:22][N:21]=5)[CH2:18][CH2:19]4)[N:11]=3)=[O:43])[CH2:51][CH:49]([CH2:50]1)[CH2:48]2. The yield is 0.110. (3) The reactants are O=[C:2]([CH2:8][C:9]1[CH:14]=[CH:13][CH:12]=[CH:11][CH:10]=1)[C:3]([O:5][CH2:6][CH3:7])=[O:4].[C:15]1([NH:21]N)[CH:20]=[CH:19][CH:18]=[CH:17][CH:16]=1.C(O)C.Cl. The catalyst is S(=O)(=O)(O)O.O. The product is [C:9]1([C:8]2[C:20]3[C:15](=[CH:16][CH:17]=[CH:18][CH:19]=3)[NH:21][C:2]=2[C:3]([O:5][CH2:6][CH3:7])=[O:4])[CH:14]=[CH:13][CH:12]=[CH:11][CH:10]=1. The yield is 0.320. (4) The reactants are [NH2:1][C:2]1[CH2:3][C:4]([C:14]([O:16][CH2:17][CH3:18])=[O:15])=[CH:5][C:6]2[CH:12]=[C:11](Br)[CH:10]=[CH:9][C:7]=2[N:8]=1.[N:19]1([C:24]([C:26]2[CH:31]=[CH:30][C:29](B(O)O)=[CH:28][CH:27]=2)=[O:25])[CH2:23][CH2:22][CH2:21][CH2:20]1.C(=O)([O-])[O-].[K+].[K+]. The catalyst is C(#N)C.CCOC(C)=O.C1C=CC([P]([Pd]([P](C2C=CC=CC=2)(C2C=CC=CC=2)C2C=CC=CC=2)([P](C2C=CC=CC=2)(C2C=CC=CC=2)C2C=CC=CC=2)[P](C2C=CC=CC=2)(C2C=CC=CC=2)C2C=CC=CC=2)(C2C=CC=CC=2)C2C=CC=CC=2)=CC=1. The product is [NH2:1][C:2]1[CH2:3][C:4]([C:14]([O:16][CH2:17][CH3:18])=[O:15])=[CH:5][C:6]2[CH:12]=[C:11]([C:29]3[CH:28]=[CH:27][C:26]([C:24]([N:19]4[CH2:20][CH2:21][CH2:22][CH2:23]4)=[O:25])=[CH:31][CH:30]=3)[CH:10]=[CH:9][C:7]=2[N:8]=1. The yield is 0.410. (5) The reactants are CO[CH2:3][N:4]([CH2:10][C:11]1[CH:16]=[CH:15][CH:14]=[CH:13][CH:12]=1)[CH2:5][Si](C)(C)C.[N+:17](/[CH:20]=[CH:21]/[C:22]1[CH:27]=[CH:26][CH:25]=[CH:24][CH:23]=1)([O-:19])=[O:18].FC(F)(F)C(O)=O. The catalyst is C(Cl)Cl. The product is [CH2:10]([N:4]1[CH2:5][CH:21]([C:22]2[CH:27]=[CH:26][CH:25]=[CH:24][CH:23]=2)[CH:20]([N+:17]([O-:19])=[O:18])[CH2:3]1)[C:11]1[CH:16]=[CH:15][CH:14]=[CH:13][CH:12]=1. The yield is 0.680. (6) The reactants are [F:1][C:2]1[CH:33]=[CH:32][C:5]([C:6]([C:8]2[N:9]=[C:10]([NH:18][C:19]3[CH:23]=[C:22]([CH3:24])[N:21](C(OC(C)(C)C)=O)[N:20]=3)[C:11]3[C:16]([CH:17]=2)=[CH:15][CH:14]=[CH:13][CH:12]=3)=[O:7])=[CH:4][CH:3]=1.Cl.O1CCOCC1. No catalyst specified. The product is [F:1][C:2]1[CH:33]=[CH:32][C:5]([C:6]([C:8]2[N:9]=[C:10]([NH:18][C:19]3[CH:23]=[C:22]([CH3:24])[NH:21][N:20]=3)[C:11]3[C:16]([CH:17]=2)=[CH:15][CH:14]=[CH:13][CH:12]=3)=[O:7])=[CH:4][CH:3]=1. The yield is 0.280. (7) The reactants are C=C[C:3]1[CH:8]=[CH:7][CH:7]=[CH:8][CH:3]=1.C=CC1C=CC(C=C)=CC=1.[CH2:25]1[O:23][CH:24]1C[O:23][CH2:24][C:25]1C=CC=CC=1.[F:31][C:32]1[CH:38]=[CH:37][C:35]([NH2:36])=[C:34]([N:39]2[CH2:44][CH2:43][O:42][CH2:41][CH2:40]2)[CH:33]=1.C1N=C[N:47](C(N2C=NC=C2)=O)C=1.CN1CCOCC1.[C:64]([O:67]C(=O)C)(=[O:66])C. The catalyst is CO.CN(C=O)C.C(Cl)Cl.N1C=CC=CC=1. The product is [F:31][C:32]1[CH:38]=[CH:37][C:35]([N:36]2[CH2:3][CH:8]([CH2:7][NH:47][C:24](=[O:23])[CH3:25])[O:67][C:64]2=[O:66])=[C:34]([N:39]2[CH2:44][CH2:43][O:42][CH2:41][CH2:40]2)[CH:33]=1. The yield is 0.360.